Dataset: Catalyst prediction with 721,799 reactions and 888 catalyst types from USPTO. Task: Predict which catalyst facilitates the given reaction. (1) Reactant: [C:1]1([C@@H:7]([NH:9][C:10]2[C:15]([NH2:16])=[N:14][CH:13]=[CH:12][N:11]=2)[CH3:8])[CH:6]=[CH:5][CH:4]=[CH:3][CH:2]=1.Br[C:18]1[N:23]=[C:22]([NH:24][C@H:25]([C:27]2[CH:32]=[CH:31][CH:30]=[CH:29][CH:28]=2)[CH3:26])[C:21]([NH2:33])=[N:20][CH:19]=1.[CH:34](O)=[O:35]. Product: [C:1]1([C@@H:7]([N:9]2[C:10]3=[N:11][CH:12]=[CH:13][N:14]=[C:15]3[NH:16][C:34]2=[O:35])[CH3:8])[CH:6]=[CH:5][CH:4]=[CH:3][CH:2]=1.[C:27]1([C@@H:25]([NH:24][C:22]2[C:21]([NH2:33])=[N:20][CH:19]=[CH:18][N:23]=2)[CH3:26])[CH:32]=[CH:31][CH:30]=[CH:29][CH:28]=1. The catalyst class is: 45. (2) Reactant: [CH3:1][O:2][C:3](=[O:9])[CH2:4][C:5](=[O:8])[CH2:6][CH3:7].C[O-].[Na+].O/[N:14]=[C:15](\Cl)/[C:16]1[CH:21]=[CH:20][CH:19]=[CH:18][CH:17]=1. Product: [CH3:1][O:2][C:3]([C:4]1[C:15]([C:16]2[CH:21]=[CH:20][CH:19]=[CH:18][CH:17]=2)=[N:14][O:8][C:5]=1[CH2:6][CH3:7])=[O:9]. The catalyst class is: 5.